Predict the reactants needed to synthesize the given product. From a dataset of Full USPTO retrosynthesis dataset with 1.9M reactions from patents (1976-2016). Given the product [NH2:11][C:9]1[N:8]=[CH:7][N:6]=[C:5]2[N:4]([C@@H:14]3[CH2:15][CH2:16][CH2:17][N:12]([C:18]([O:20][C:10]([CH3:2])([CH3:5])[CH3:9])=[O:19])[CH2:13]3)[N:3]=[C:2]([I:1])[C:10]=12, predict the reactants needed to synthesize it. The reactants are: [I:1][C:2]1[C:10]2[C:5](=[N:6][CH:7]=[N:8][C:9]=2[NH2:11])[NH:4][N:3]=1.[N:12]1([C:18]([O-:20])=[O:19])[CH2:17][CH2:16][CH2:15][CH2:14][CH2:13]1.C(=O)([O-])[O-].[Cs+].[Cs+].